From a dataset of Reaction yield outcomes from USPTO patents with 853,638 reactions. Predict the reaction yield, written as a fraction of the theoretical maximum amount of product (1.0 means a 100% yield; for example, 0.34 means a 34% yield). The reactants are Cl[CH2:2][C:3]1[CH:8]=[CH:7][CH:6]=[C:5]([O:9][CH2:10][CH2:11][O:12][CH3:13])[C:4]=1[O:14][CH3:15].[C-:16]#[N:17].[K+]. The catalyst is CN(C)C=O.C(OCC)(=O)C. The yield is 0.540. The product is [CH3:15][O:14][C:4]1[C:5]([O:9][CH2:10][CH2:11][O:12][CH3:13])=[CH:6][CH:7]=[CH:8][C:3]=1[CH2:2][C:16]#[N:17].